Predict the reactants needed to synthesize the given product. From a dataset of Full USPTO retrosynthesis dataset with 1.9M reactions from patents (1976-2016). (1) Given the product [OH:8][C:9]1[CH:26]=[CH:25][C:24]2[C@@H:23]3[C@H:14]([C@H:15]4[C@@:19]([CH2:21][CH:22]3[CH2:27][CH2:28][CH2:29][CH2:53][CH2:52][CH2:51][CH2:50][CH2:49][CH:43]([CH2:42][CH2:41][CH2:40][C:39]([F:38])([F:66])[C:56]([F:64])([F:65])[C:57]([F:63])([F:62])[C:58]([F:61])([F:59])[F:60])[C:44]([OH:46])=[O:45])([CH3:20])[C@@H:18]([OH:30])[CH2:17][CH2:16]4)[CH2:13][CH2:12][C:11]=2[CH:10]=1, predict the reactants needed to synthesize it. The reactants are: C([O:8][C:9]1[CH:26]=[CH:25][C:24]2[C:23]3[C@H:14]([C@H:15]4[C@@:19]([CH2:21][C:22]=3[CH2:27][CH:28]=[CH2:29])([CH3:20])[C@@H:18]([O:30]CC3C=CC=CC=3)[CH2:17][CH2:16]4)[CH2:13][CH2:12][C:11]=2[CH:10]=1)C1C=CC=CC=1.[F:38][C:39]([F:66])([C:56]([F:65])([F:64])[C:57]([F:63])([F:62])[C:58]([F:61])([F:60])[F:59])[CH2:40][CH2:41][CH2:42][CH:43]([CH2:49][CH2:50][CH2:51][CH2:52][CH2:53]C=C)[C:44]([O:46]CC)=[O:45]. (2) Given the product [CH3:1][O:2][C:3](=[O:16])[CH:4]([CH2:8][C:9]1[CH:14]=[CH:13][C:12]([F:15])=[CH:11][CH:10]=1)[C:5]([N:26]1[CH2:25][CH2:24][C:23]([CH:17]2[CH2:18][CH2:19][CH2:20][CH2:21][CH2:22]2)([CH2:29][N:30]2[CH:34]=[N:33][CH:32]=[N:31]2)[CH2:28][CH2:27]1)=[O:7], predict the reactants needed to synthesize it. The reactants are: [CH3:1][O:2][C:3](=[O:16])[CH:4]([CH2:8][C:9]1[CH:14]=[CH:13][C:12]([F:15])=[CH:11][CH:10]=1)[C:5]([OH:7])=O.[CH:17]1([C:23]2([CH2:29][N:30]3[CH:34]=[N:33][CH:32]=[N:31]3)[CH2:28][CH2:27][NH:26][CH2:25][CH2:24]2)[CH2:22][CH2:21][CH2:20][CH2:19][CH2:18]1.ON1C2C=CC=CC=2N=N1.CN1CCOCC1.CN(C)CCCN=C=NCC.[Cl-].[NH4+]. (3) Given the product [CH2:34]([N:41]([CH2:42][CH2:43][OH:44])[C:16]([C@@H:9]1[CH2:10][C:11](=[N:13][O:14][CH3:15])[CH2:12][N:8]1[C:6](=[O:7])[C:28]1[CH:27]=[CH:26][C:25]([C:21]2[CH:20]=[N:19][CH:24]=[CH:23][CH:22]=2)=[CH:33][CH:32]=1)=[O:18])[C:35]1[CH:40]=[CH:39][CH:38]=[CH:37][CH:36]=1, predict the reactants needed to synthesize it. The reactants are: C(O[C:6]([N:8]1[CH2:12][C:11](=[N:13][O:14][CH3:15])[CH2:10][C@H:9]1[C:16]([OH:18])=O)=[O:7])(C)(C)C.[N:19]1[CH:24]=[CH:23][CH:22]=[C:21]([C:25]2[CH:33]=[CH:32][C:28](C(O)=O)=[CH:27][CH:26]=2)[CH:20]=1.[CH2:34]([NH:41][CH2:42][CH2:43][OH:44])[C:35]1[CH:40]=[CH:39][CH:38]=[CH:37][CH:36]=1.